Task: Predict the reactants needed to synthesize the given product.. Dataset: Full USPTO retrosynthesis dataset with 1.9M reactions from patents (1976-2016) (1) Given the product [CH2:44]([O:46][C:47]([CH:48]([O:38][C:37](=[O:39])[C:36]1[CH:40]=[CH:41][C:33]([C:32]([F:42])([F:43])[F:31])=[CH:34][CH:35]=1)[C:49](=[O:53])[CH:50]([CH3:52])[CH3:51])=[O:55])[CH3:45], predict the reactants needed to synthesize it. The reactants are: [H-].[Na+].C(OC(C1OC(C2C=CC(C(F)(F)F)=CC=2)=NC=1C(C)C)=O)C.CN(C)C=O.[F:31][C:32]([F:43])([F:42])[C:33]1[CH:41]=[CH:40][C:36]([C:37]([OH:39])=[O:38])=[CH:35][CH:34]=1.[CH2:44]([O:46][C:47](=[O:55])[CH:48](Cl)[C:49](=[O:53])[CH:50]([CH3:52])[CH3:51])[CH3:45]. (2) Given the product [CH2:1]([O:19][CH2:20][CH:21]([OH:22])[CH2:23][CH2:24][CH2:25][CH2:26][CH2:27][CH2:28][CH2:29][CH2:30]/[CH:31]=[CH:32]\[CH2:33]/[CH:34]=[CH:35]\[CH2:36][CH2:37][CH2:38][CH2:39][CH3:40])[CH2:2][CH2:3][CH2:4][CH2:5][CH2:6][CH2:7][CH2:8][CH2:9][CH2:10][CH2:11][CH2:12][CH2:13][CH2:14][CH2:15][CH2:16][CH2:17][CH3:18], predict the reactants needed to synthesize it. The reactants are: [CH2:1]([O:19][CH2:20][CH:21]=[O:22])[CH2:2][CH2:3][CH2:4][CH2:5][CH2:6][CH2:7][CH2:8][CH2:9][CH2:10][CH2:11][CH2:12][CH2:13][CH2:14][CH2:15][CH2:16][CH2:17][CH3:18].[CH2:23]([Mg]Br)[CH2:24][CH2:25][CH2:26][CH2:27][CH2:28][CH2:29][CH2:30]/[CH:31]=[CH:32]\[CH2:33]/[CH:34]=[CH:35]\[CH2:36][CH2:37][CH2:38][CH2:39][CH3:40]. (3) The reactants are: C[O:2][C:3](=[O:40])[CH2:4][CH2:5][C:6]1[CH:11]=[CH:10][C:9]([O:12][CH2:13][CH:14]([C:16]2[O:20][C:19]([C:21]3[CH:26]=[CH:25][C:24](B4OC(C)(C)C(C)(C)O4)=[CH:23][CH:22]=3)=[N:18][C:17]=2[CH:36]([CH3:38])[CH3:37])[CH3:15])=[CH:8][C:7]=1[CH3:39].C([O-])([O-])=O.[Na+].[Na+].Br[C:48]1[N:53]=[CH:52][CH:51]=[CH:50][N:49]=1. Given the product [CH:36]([C:17]1[N:18]=[C:19]([C:21]2[CH:22]=[CH:23][C:24]([C:48]3[N:53]=[CH:52][CH:51]=[CH:50][N:49]=3)=[CH:25][CH:26]=2)[O:20][C:16]=1[CH:14]([CH3:15])[CH2:13][O:12][C:9]1[CH:10]=[CH:11][C:6]([CH2:5][CH2:4][C:3]([OH:40])=[O:2])=[C:7]([CH3:39])[CH:8]=1)([CH3:37])[CH3:38], predict the reactants needed to synthesize it.